This data is from Ames mutagenicity test results for genotoxicity prediction. The task is: Regression/Classification. Given a drug SMILES string, predict its toxicity properties. Task type varies by dataset: regression for continuous values (e.g., LD50, hERG inhibition percentage) or binary classification for toxic/non-toxic outcomes (e.g., AMES mutagenicity, cardiotoxicity, hepatotoxicity). Dataset: ames. (1) The molecule is Cc1cccc([N+](=O)[O-])c1N. The result is 1 (mutagenic). (2) The compound is [O-][n+]1cccc2c3c(ccc21)C(O)C(O)C1OC31. The result is 0 (non-mutagenic). (3) The drug is C[C@@]12CCC3[C@]4(C)CCC[C@@](C)(C(=O)O)C4CC[C@]3(CC1=O)C2. The result is 0 (non-mutagenic). (4) The drug is O=[N+]([O-])OC1COC2C(O)COC12. The result is 0 (non-mutagenic). (5) The compound is CC(C)(C)N. The result is 0 (non-mutagenic). (6) The result is 0 (non-mutagenic). The molecule is C=C(C)C(=O)OCC(C)(C)COC(=O)C(=C)C. (7) The drug is COc1ccc(N=Nc2ccc(N(C)C)cc2)cn1. The result is 1 (mutagenic).